Dataset: Catalyst prediction with 721,799 reactions and 888 catalyst types from USPTO. Task: Predict which catalyst facilitates the given reaction. (1) Reactant: [F:1][C:2]1[CH:3]=[C:4]([CH:9]=[CH:10][C:11]2[CH:16]=[CH:15][C:14]([O:17]C(=O)C)=[CH:13][CH:12]=2)[CH:5]=[C:6]([F:8])[CH:7]=1.Cl. Product: [F:1][C:2]1[CH:3]=[C:4]([CH:9]=[CH:10][C:11]2[CH:16]=[CH:15][C:14]([OH:17])=[CH:13][CH:12]=2)[CH:5]=[C:6]([F:8])[CH:7]=1. The catalyst class is: 71. (2) Reactant: [CH3:1][C:2]1[CH:14]=[C:13]([C:15](=[O:28])[CH2:16][CH2:17][C:18]2[S:19][C:20]3[CH:27]=[CH:26][CH:25]=[CH:24][C:21]=3[C:22]=2[CH3:23])[CH:12]=[CH:11][C:3]=1[O:4][CH2:5][C:6]([O:8]CC)=[O:7].O.O.[OH-].[Li+].Cl. Product: [CH3:1][C:2]1[CH:14]=[C:13]([C:15](=[O:28])[CH2:16][CH2:17][C:18]2[S:19][C:20]3[CH:27]=[CH:26][CH:25]=[CH:24][C:21]=3[C:22]=2[CH3:23])[CH:12]=[CH:11][C:3]=1[O:4][CH2:5][C:6]([OH:8])=[O:7]. The catalyst class is: 8. (3) Reactant: CN(C)C1C=CC(N=NC2C=CC(C(NC[CH:19]([CH2:24][CH2:25][C:26]([F:50])([F:49])[C:27]([F:48])([F:47])[C:28]([F:46])([F:45])[C:29]([F:44])([F:43])[C:30]([F:42])([F:41])[C:31]([F:40])([F:39])[C:32]([F:38])([F:37])[C:33]([F:36])([F:35])[F:34])[C:20]([O:22]C)=[O:21])=O)=CC=2)=CC=1.[OH-].[Na+]. Product: [F:49][C:26]([F:50])([C:27]([F:47])([F:48])[C:28]([F:45])([F:46])[C:29]([F:43])([F:44])[C:30]([F:41])([F:42])[C:31]([F:39])([F:40])[C:32]([F:37])([F:38])[C:33]([F:34])([F:36])[F:35])[CH2:25][CH2:24][CH2:19][C:20]([OH:22])=[O:21]. The catalyst class is: 24. (4) Reactant: [F:1][C:2]1[C:7]([F:8])=[CH:6][CH:5]=C(C=C)[C:3]=1[NH:11][C:12]1[CH:17]=[CH:16][C:15]([I:18])=[CH:14][C:13]=1[F:19].C[N+]1([O-])CC[O:24]CC1.O.[CH3:29][C:30]([CH3:32])=[O:31]. Product: [F:1][C:2]1[C:3]([NH:11][C:12]2[CH:17]=[CH:16][C:15]([I:18])=[CH:14][C:13]=2[F:19])=[C:29]([CH:30]([OH:31])[CH2:32][OH:24])[CH:5]=[CH:6][C:7]=1[F:8]. The catalyst class is: 771. (5) The catalyst class is: 1. Reactant: [CH:1]1[CH:6]=[C:5]2C(C(O)(O)[C:10](=[O:11])[C:4]2=[CH:3][CH:2]=1)=O.[N-:14]=[N+:15]=[N-:16].[BH4-].[Na+].B(F)(F)F.O(CC)[CH2:24][CH3:25].S(N=[N+]=[N-])(C(F)(F)F)(=O)=O. Product: [N:14]([CH2:24][CH2:25][C:1]1[CH:2]=[CH:3][C:4]([CH2:10][OH:11])=[CH:5][CH:6]=1)=[N+:15]=[N-:16].